From a dataset of Reaction yield outcomes from USPTO patents with 853,638 reactions. Predict the reaction yield, written as a fraction of the theoretical maximum amount of product (1.0 means a 100% yield; for example, 0.34 means a 34% yield). (1) The reactants are FC(F)(F)C(O)=O.O.[CH2:9]([O:16][CH2:17][CH2:18][CH:19]1[CH2:24][CH2:23][N:22]([C:25]2[CH:26]=[N:27][CH:28]=[C:29]([O:31][CH2:32][C@H:33]3[CH2:36][CH2:35][N:34]3C(OC(C)(C)C)=O)[CH:30]=2)[CH2:21][CH2:20]1)[C:10]1[CH:15]=[CH:14][CH:13]=[CH:12][CH:11]=1. The catalyst is C(Cl)Cl. The product is [NH:34]1[CH2:35][CH2:36][C@@H:33]1[CH2:32][O:31][C:29]1[CH:28]=[N:27][CH:26]=[C:25]([N:22]2[CH2:21][CH2:20][CH:19]([CH2:18][CH2:17][O:16][CH2:9][C:10]3[CH:11]=[CH:12][CH:13]=[CH:14][CH:15]=3)[CH2:24][CH2:23]2)[CH:30]=1. The yield is 0.630. (2) The reactants are [NH2:1][C@@H:2]([CH2:23][C:24]1[CH:29]=[CH:28][CH:27]=[CH:26][CH:25]=1)[C@H:3]([OH:22])[CH2:4][N:5]([O:17][CH:18]([CH2:20][CH3:21])[CH3:19])[S:6]([C:9]1[CH:14]=[CH:13][C:12]([O:15][CH3:16])=[CH:11][CH:10]=1)(=[O:8])=[O:7].[OH:30][C:31]1[C:32]([CH3:40])=[C:33]([CH:37]=[CH:38][CH:39]=1)C(O)=O.O.ON1C2C=CC=CC=2N=N1.Cl.CN(C)CCCN=C=NCC.C(N(C(C)C)CC)(C)C. The catalyst is CN(C)C=O. The product is [CH:18]([O:17][N:5]([CH2:4][C@@H:3]([OH:22])[C@@H:2]([NH:1][C:33]1[CH:37]=[CH:38][CH:39]=[C:31]([OH:30])[C:32]=1[CH3:40])[CH2:23][C:24]1[CH:25]=[CH:26][CH:27]=[CH:28][CH:29]=1)[S:6]([C:9]1[CH:10]=[CH:11][C:12]([O:15][CH3:16])=[CH:13][CH:14]=1)(=[O:7])=[O:8])([CH2:20][CH3:21])[CH3:19]. The yield is 0.300. (3) The reactants are [CH2:1]([O:8][C:9]1[C:10]([N+:17]([O-])=O)=[C:11]([CH:14]=[CH:15][CH:16]=1)[C:12]#[N:13])[C:2]1[CH:7]=[CH:6][CH:5]=[CH:4][CH:3]=1.C(O)(=O)C. The catalyst is [Fe].C(O)C. The product is [NH2:17][C:10]1[C:9]([O:8][CH2:1][C:2]2[CH:7]=[CH:6][CH:5]=[CH:4][CH:3]=2)=[CH:16][CH:15]=[CH:14][C:11]=1[C:12]#[N:13]. The yield is 0.690. (4) The reactants are [C:1]([N:4]1[C:13]2[C:8](=[CH:9][C:10]([C:14]3[CH:19]=[CH:18][C:17]([CH2:20][N:21]4[CH2:26][CH2:25][CH2:24][CH2:23][CH2:22]4)=[CH:16][CH:15]=3)=[CH:11][CH:12]=2)[CH:7]([NH:27]C=O)[CH2:6][CH:5]1[CH3:30])(=[O:3])[CH3:2].Cl. The catalyst is C(O)C. The product is [C:1]([N:4]1[C:13]2[C:8](=[CH:9][C:10]([C:14]3[CH:19]=[CH:18][C:17]([CH2:20][N:21]4[CH2:26][CH2:25][CH2:24][CH2:23][CH2:22]4)=[CH:16][CH:15]=3)=[CH:11][CH:12]=2)[C@H:7]([NH2:27])[CH2:6][C@@H:5]1[CH3:30])(=[O:3])[CH3:2]. The yield is 0.900.